This data is from Catalyst prediction with 721,799 reactions and 888 catalyst types from USPTO. The task is: Predict which catalyst facilitates the given reaction. (1) Reactant: [C:1]([O:5][C:6](=[O:13])[N:7]([CH2:9][CH2:10][CH2:11][NH2:12])[CH3:8])([CH3:4])([CH3:3])[CH3:2].C(=O)([O-])[O-].[Na+].[Na+].Cl[C:21]([O:23][CH2:24][CH:25]1[C:37]2[CH:36]=[CH:35][CH:34]=[CH:33][C:32]=2[C:31]2[C:26]1=[CH:27][CH:28]=[CH:29][CH:30]=2)=[O:22]. Product: [C:1]([O:5][C:6](=[O:13])[N:7]([CH2:9][CH2:10][CH2:11][NH:12][C:21]([O:23][CH2:24][CH:25]1[C:26]2[CH:27]=[CH:28][CH:29]=[CH:30][C:31]=2[C:32]2[C:37]1=[CH:36][CH:35]=[CH:34][CH:33]=2)=[O:22])[CH3:8])([CH3:4])([CH3:2])[CH3:3]. The catalyst class is: 127. (2) Product: [Br:9][C:5]1[CH:4]=[C:3]2[C:2](=[C:7]([Cl:8])[CH:6]=1)[NH:1][N:18]=[C:10]2[CH3:11]. Reactant: [NH2:1][C:2]1[C:7]([Cl:8])=[CH:6][C:5]([Br:9])=[CH:4][C:3]=1[C:10](=O)[CH3:11].OS(O)(=O)=O.[N:18]([O-])=O.[Na+].O.O.Cl[Sn]Cl. The catalyst class is: 6.